Dataset: NCI-60 drug combinations with 297,098 pairs across 59 cell lines. Task: Regression. Given two drug SMILES strings and cell line genomic features, predict the synergy score measuring deviation from expected non-interaction effect. (1) Drug 1: CNC(=O)C1=CC=CC=C1SC2=CC3=C(C=C2)C(=NN3)C=CC4=CC=CC=N4. Drug 2: CCC1(CC2CC(C3=C(CCN(C2)C1)C4=CC=CC=C4N3)(C5=C(C=C6C(=C5)C78CCN9C7C(C=CC9)(C(C(C8N6C)(C(=O)OC)O)OC(=O)C)CC)OC)C(=O)OC)O.OS(=O)(=O)O. Cell line: NCI-H226. Synergy scores: CSS=42.5, Synergy_ZIP=2.85, Synergy_Bliss=3.81, Synergy_Loewe=-8.66, Synergy_HSA=2.94. (2) Drug 1: CC1=C(C=C(C=C1)NC2=NC=CC(=N2)N(C)C3=CC4=NN(C(=C4C=C3)C)C)S(=O)(=O)N.Cl. Drug 2: C1CC(=O)NC(=O)C1N2C(=O)C3=CC=CC=C3C2=O. Cell line: OVCAR-5. Synergy scores: CSS=0.133, Synergy_ZIP=1.80, Synergy_Bliss=2.77, Synergy_Loewe=1.07, Synergy_HSA=0.739. (3) Drug 1: C1CC(C1)(C(=O)O)C(=O)O.[NH2-].[NH2-].[Pt+2]. Drug 2: C1CC(CCC1OC2=C(C(=CC=C2)Cl)F)(CC3=NC(=CC=C3)NC4=NC=CS4)C(=O)O. Cell line: NCIH23. Synergy scores: CSS=66.1, Synergy_ZIP=3.16, Synergy_Bliss=1.54, Synergy_Loewe=4.47, Synergy_HSA=8.11. (4) Drug 1: C(CN)CNCCSP(=O)(O)O. Drug 2: N.N.Cl[Pt+2]Cl. Cell line: SF-295. Synergy scores: CSS=18.8, Synergy_ZIP=-2.92, Synergy_Bliss=-4.56, Synergy_Loewe=-43.9, Synergy_HSA=-4.68. (5) Drug 1: CC1=C(C(=CC=C1)Cl)NC(=O)C2=CN=C(S2)NC3=CC(=NC(=N3)C)N4CCN(CC4)CCO. Drug 2: CCC1(CC2CC(C3=C(CCN(C2)C1)C4=CC=CC=C4N3)(C5=C(C=C6C(=C5)C78CCN9C7C(C=CC9)(C(C(C8N6C)(C(=O)OC)O)OC(=O)C)CC)OC)C(=O)OC)O.OS(=O)(=O)O. Synergy scores: CSS=-2.72, Synergy_ZIP=2.65, Synergy_Bliss=6.11, Synergy_Loewe=-3.23, Synergy_HSA=-2.29. Cell line: KM12. (6) Drug 1: C1CC(CCC1OC2=C(C(=CC=C2)Cl)F)(CC3=NC(=CC=C3)NC4=NC=CS4)C(=O)O. Drug 2: CCC1=C2N=C(C=C(N2N=C1)NCC3=C[N+](=CC=C3)[O-])N4CCCCC4CCO. Cell line: NCI-H460. Synergy scores: CSS=62.6, Synergy_ZIP=1.36, Synergy_Bliss=0.168, Synergy_Loewe=-3.54, Synergy_HSA=2.38. (7) Drug 1: C1=CC=C(C=C1)NC(=O)CCCCCCC(=O)NO. Drug 2: C(CN)CNCCSP(=O)(O)O. Cell line: SNB-19. Synergy scores: CSS=-3.38, Synergy_ZIP=4.56, Synergy_Bliss=-4.70, Synergy_Loewe=-5.00, Synergy_HSA=-5.63.